Task: Predict which catalyst facilitates the given reaction.. Dataset: Catalyst prediction with 721,799 reactions and 888 catalyst types from USPTO (1) Reactant: [Si:1]([O:8][C:9]1[CH:10]=[C:11]([CH:15]=[C:16]([O:18][Si:19]([C:22]([CH3:25])([CH3:24])[CH3:23])([CH3:21])[CH3:20])[CH:17]=1)[C:12]([OH:14])=O)([C:4]([CH3:7])([CH3:6])[CH3:5])([CH3:3])[CH3:2].O[C:27]1[C:35]2N=NNC=2C=[CH:29][CH:28]=1.C1([N:42]=C=NC2CCCCC2)CCCCC1.C(N)CCC. Product: [CH2:35]([C:15]1[C:16]([O:18][Si:19]([C:22]([CH3:25])([CH3:24])[CH3:23])([CH3:21])[CH3:20])=[CH:17][C:9]([O:8][Si:1]([C:4]([CH3:6])([CH3:5])[CH3:7])([CH3:3])[CH3:2])=[CH:10][C:11]=1[C:12]([NH2:42])=[O:14])[CH2:27][CH2:28][CH3:29]. The catalyst class is: 2. (2) Reactant: [Cl:1][C:2]1[CH:7]=[C:6]([Cl:8])[CH:5]=[CH:4][C:3]=1[C:9]1[C:36](=[O:37])[N:35]([CH3:38])[C:12]2[N:13]([CH3:34])[C:14]3[C:19]([C:11]=2[CH:10]=1)=[CH:18][C:17]([C:20]1[CH:24]=[CH:23][N:22]([CH2:25][CH2:26][O:27]C2CCCCO2)[N:21]=1)=[CH:16][CH:15]=3.C(O)(=O)C.C1COCC1. Product: [Cl:1][C:2]1[CH:7]=[C:6]([Cl:8])[CH:5]=[CH:4][C:3]=1[C:9]1[C:36](=[O:37])[N:35]([CH3:38])[C:12]2[N:13]([CH3:34])[C:14]3[C:19]([C:11]=2[CH:10]=1)=[CH:18][C:17]([C:20]1[CH:24]=[CH:23][N:22]([CH2:25][CH2:26][OH:27])[N:21]=1)=[CH:16][CH:15]=3. The catalyst class is: 6. (3) The catalyst class is: 13. Product: [C:1]1([C:7]2[CH:8]=[CH:9][N+:10]([O-:14])=[CH:11][CH:12]=2)[CH:2]=[CH:3][CH:4]=[CH:5][CH:6]=1. Reactant: [C:1]1([C:7]2[CH:12]=[CH:11][N:10]=[CH:9][CH:8]=2)[CH:6]=[CH:5][CH:4]=[CH:3][CH:2]=1.B1([O-])O[O:14]1.O.O.O.O.[Na+].S([O-])([O-])(=O)=S.[Na+].[Na+]. (4) The catalyst class is: 96. Product: [C:11]([O:15][C:16]([N:18]1[CH2:22][CH2:21][CH2:20][C@@H:19]1[C:23](=[O:24])[NH:1][C:2]1[CH:6]([O:7][CH2:8][CH3:9])[O:5][C:4](=[O:10])[CH:3]=1)=[O:17])([CH3:14])([CH3:13])[CH3:12]. Reactant: [NH2:1][C:2]1[CH:6]([O:7][CH2:8][CH3:9])[O:5][C:4](=[O:10])[CH:3]=1.[C:11]([O:15][C:16]([N:18]1[CH2:22][CH2:21][CH2:20][C@H:19]1[C:23](O)=[O:24])=[O:17])([CH3:14])([CH3:13])[CH3:12].C(N(C(C)C)CC)(C)C.F[P-](F)(F)(F)(F)F.N1(OC(N(C)C)=[N+](C)C)C2C=CC=CC=2N=N1. (5) Reactant: Cl.C(O[CH:5]=[CH:6][C:7]1[N:8]([C:18]2[N:19]=[CH:20][N:21]=[C:22]([NH2:25])[C:23]=2[N:24]=1)[C@@H:9]1[O:17][C@H:14]([CH2:15][OH:16])[C@@H:12]([OH:13])[C@H:10]1[OH:11])C.C([O-])([O-])=[O:27].[K+].[K+].CO. Product: [C:6]([C:7]1[N:8]([C:18]2[N:19]=[CH:20][N:21]=[C:22]([NH2:25])[C:23]=2[N:24]=1)[C@@H:9]1[O:17][C@H:14]([CH2:15][OH:16])[C@@H:12]([OH:13])[C@H:10]1[OH:11])(=[O:27])[CH3:5]. The catalyst class is: 76. (6) Reactant: [CH3:1][C:2]([CH3:20])([CH3:19])[C:3]([NH:5][NH:6][C:7]([C:9]1[CH:14]=[CH:13][N:12]2[C:15]([I:18])=[CH:16][N:17]=[C:11]2[CH:10]=1)=[O:8])=O.N1C=CC=CC=1.S(Cl)(C1C=CC(C)=CC=1)(=O)=O. Product: [C:2]([C:3]1[O:8][C:7]([C:9]2[CH:14]=[CH:13][N:12]3[C:15]([I:18])=[CH:16][N:17]=[C:11]3[CH:10]=2)=[N:6][N:5]=1)([CH3:20])([CH3:19])[CH3:1]. The catalyst class is: 1. (7) Reactant: [Br:1][C:2]1[CH:15]=[CH:14][CH:13]=[CH:12][C:3]=1[NH:4][C:5]([O:7][C:8]([CH3:11])([CH3:10])[CH3:9])=[O:6].[H-].[Na+].[Cl:18][CH:19]=[CH:20][CH2:21]Cl. Product: [Br:1][C:2]1[CH:15]=[CH:14][CH:13]=[CH:12][C:3]=1[N:4]([C:5]([O:7][C:8]([CH3:11])([CH3:10])[CH3:9])=[O:6])[CH2:21][CH:20]=[CH:19][Cl:18]. The catalyst class is: 3. (8) Reactant: [C:1]([C:3]1[S:7][C:6]([C:8]2[C:13]3[C:14](=[O:28])[N:15](CC4C=CC(OC)=CC=4OC)[CH2:16][C:12]=3[C:11]([F:29])=[C:10]([NH:30][C@H:31]([CH2:35][CH:36]([CH3:38])[CH3:37])[C:32]([NH2:34])=[O:33])[N:9]=2)=[CH:5][CH:4]=1)#[N:2]. Product: [C:1]([C:3]1[S:7][C:6]([C:8]2[C:13]3[C:14](=[O:28])[NH:15][CH2:16][C:12]=3[C:11]([F:29])=[C:10]([NH:30][C@H:31]([CH2:35][CH:36]([CH3:38])[CH3:37])[C:32]([NH2:34])=[O:33])[N:9]=2)=[CH:5][CH:4]=1)#[N:2]. The catalyst class is: 67. (9) Reactant: [ClH:1].[Cl:2][C:3]1[CH:4]=[CH:5][C:6]2[CH2:12][CH2:11][NH:10][CH2:9][C@H:8]([CH3:13])[C:7]=2[CH:14]=1.C([OH:18])(C)C.O. The catalyst class is: 244. Product: [OH2:18].[ClH:2].[Cl:2][C:3]1[CH:4]=[CH:5][C:6]2[CH2:12][CH2:11][NH:10][CH2:9][C@H:8]([CH3:13])[C:7]=2[CH:14]=1.[Cl:2][C:3]1[CH:4]=[CH:5][C:6]2[CH2:12][CH2:11][NH:10][CH2:9][C@H:8]([CH3:13])[C:7]=2[CH:14]=1.[ClH:1]. (10) Reactant: [CH3:1][C:2]1([CH3:31])[N:6]([CH2:7][C:8]2[CH:13]=[CH:12][N:11]=[C:10]([NH:14]C(=O)C)[CH:9]=2)[C:5](=[O:18])[N:4]([C:19]2[CH:24]=[CH:23][C:22]([S:25][C:26]([F:29])([F:28])[F:27])=[CH:21][CH:20]=2)[C:3]1=[O:30].C[O-].[Na+]. Product: [NH2:14][C:10]1[CH:9]=[C:8]([CH2:7][N:6]2[C:2]([CH3:31])([CH3:1])[C:3](=[O:30])[N:4]([C:19]3[CH:24]=[CH:23][C:22]([S:25][C:26]([F:29])([F:28])[F:27])=[CH:21][CH:20]=3)[C:5]2=[O:18])[CH:13]=[CH:12][N:11]=1. The catalyst class is: 5.